Dataset: Drug-target binding data from BindingDB using IC50 measurements. Task: Regression. Given a target protein amino acid sequence and a drug SMILES string, predict the binding affinity score between them. We predict pIC50 (pIC50 = -log10(IC50 in M); higher means more potent). Dataset: bindingdb_ic50. (1) The compound is O=C(O)c1cc2ccccc2c(Cc2c(O)c(C(=O)O)cc3ccccc23)c1O. The target protein (P25044) has sequence MAAAPWYIRQRDTDLLGKFKFIQNQEDGRLREATNGTVNSRWSLGVSIEPRNDARNRYVNIMPYERNRVHLKTLSGNDYINASYVKVNVPGQSIEPGYYIATQGPTRKTWDQFWQMCYHNCPLDNIVIVMVTPLVEYNREKCYQYWPRGGVDDTVRIASKWESPGGANDMTQFPSDLKIEFVNVHKVKDYYTVTDIKLTPTDPLVGPVKTVHHFYFDLWKDMNKPEEVVPIMELCAHSHSLNSRGNPIIVHCSAGVGRTGTFIALDHLMHDTLDFKNITERSRHSDRATEEYTRDLIEQIVLQLRSQRMKMVQTKDQFLFIYHAAKYLNSLSVNQ. The pIC50 is 3.0. (2) The compound is Cc1ccc(NC(=O)C[C@H]2N[C@@H](C)[C@@H](O)[C@@H](O)[C@@H]2O)cc1. The target protein (P17164) has sequence MWDLKSEWWAVGFGLLLLLAASAQAGGLAPHHYTPDWPSLDSRPLPRWFDEAKFGLFVHWGVYSVPAWGSEWFWWHWQGEQSSAYVRFMKENYPPGFSYADFAPQFTARFFHPEEWADLFQAAGAKYVVLTAKHHEGFTNWPSAVSWNWNSKDVGPHRDLVGELGAAVRKRNIRYGLYHSLFEWFHPLYLLDKKNGLKTQHFVSTKTMPELYDLVNRYKPDLIWSDGEWECPDSYWNSTEFLAWLYNESPVKDQVVVNDRWGQNCSCRHGGYYNCEDKYRPHSLPDHKWEMCTSVDKASWGYRRDMSMSTIVDENEIIEELVQTISLGGNYLLNIGPNKDGVIVPIFQERLLAVGKWLQINGEAIYASKPWRVQSERNKTVVWYTTKDSAVYATFLHWPEDGVVNLQSPKMTSATKITMLGMEGELHWTQDPLEGVLITLPQLPPGTFPVESAWTLKLTKVN. The pIC50 is 7.1. (3) The small molecule is Cn1c(=O)[nH]c(=O)c2c1nc(SCCN1CCCCC1)n2CCCc1ccccc1. The target protein sequence is MEYETSLKCLDEIRCVNNVKYMETEDLTDFNKKSAYYICKEIYEKQLSNENGYVVIGLSGGKTPIDVYKNMCAIKDIKIDKNKLIFFIIDERYKNDDHKFSNYNNIKFLFDELNINKETQLYKPDTKKDLVSCIRDYNEQIKSMIEKYKKIDIVILGMGSDFHIASLFPNVYYNIYMNNYQNNYIYEDNETIRSLNADNNVNLSLLNEQVYFTTTNNFDVRKRITVSLNLLSNSTSKIFLLNTADKLNLWKNMLLNFYVNPNYNLYPAFKMIDSSNTTVIACGHKNYSKMLEDLYVQKDEALSPISNNNVENKNELLTIVIFGCSGDLAKKKIYPALFKLFCNNLLPKNIIIIGFARTGQDFESFFNKIAIYLKISLNSYKNLSVFEKAERLNSFKSKCRYFIGNYLSPESFENFDVYITQEERIALGCCGQKGNEKHKQVNVTSQFPNNHTSINIINNIDNGCESPMLTDSPKRYPCSSSYSSTSGTAVCPYSSQHDVK.... The pIC50 is 4.2.